This data is from Catalyst prediction with 721,799 reactions and 888 catalyst types from USPTO. The task is: Predict which catalyst facilitates the given reaction. Reactant: [N:1]1[CH:6]=[CH:5][CH:4]=[N:3][C:2]=1[NH:7][CH2:8][CH2:9][CH2:10][O:11][C:12]1[CH:13]=[CH:14][C:15]2[CH2:21][CH:20]([CH2:22][C:23]([O:25][CH2:26][CH3:27])=[O:24])[C:19]3[CH:28]=[CH:29][CH:30]=[CH:31][C:18]=3[CH2:17][C:16]=2[CH:32]=1.Cl.O1CCOCC1. Product: [N:1]1[CH2:6][CH2:5][CH2:4][NH:3][C:2]=1[NH:7][CH2:8][CH2:9][CH2:10][O:11][C:12]1[CH:13]=[CH:14][C:15]2[CH2:21][CH:20]([CH2:22][C:23]([O:25][CH2:26][CH3:27])=[O:24])[C:19]3[CH:28]=[CH:29][CH:30]=[CH:31][C:18]=3[CH2:17][C:16]=2[CH:32]=1. The catalyst class is: 63.